This data is from Peptide-MHC class II binding affinity with 134,281 pairs from IEDB. The task is: Regression. Given a peptide amino acid sequence and an MHC pseudo amino acid sequence, predict their binding affinity value. This is MHC class II binding data. (1) The peptide sequence is PTKRNQKQVQNIRYL. The MHC is DRB1_0101 with pseudo-sequence DRB1_0101. The binding affinity (normalized) is 0.519. (2) The peptide sequence is CYGGHTNEDDSNFAHW. The MHC is DRB1_0301 with pseudo-sequence DRB1_0301. The binding affinity (normalized) is 0.0671. (3) The peptide sequence is GKEELQEIPTMLKKG. The MHC is HLA-DQA10201-DQB10402 with pseudo-sequence HLA-DQA10201-DQB10402. The binding affinity (normalized) is 0.349.